This data is from Forward reaction prediction with 1.9M reactions from USPTO patents (1976-2016). The task is: Predict the product of the given reaction. (1) Given the reactants CS([O:5][CH2:6][C:7]1[C:8]([C:16]2[CH:21]=[CH:20][C:19]([Cl:22])=[CH:18][CH:17]=2)=[N:9][S:10][C:11]=1[C:12]([F:15])([F:14])[F:13])(=O)=O.O[C:24]1[CH:29]=[CH:28][C:27]([CH2:30][CH:31]([CH3:37])[C:32]([O:34]CC)=[O:33])=[CH:26][CH:25]=1, predict the reaction product. The product is: [Cl:22][C:19]1[CH:20]=[CH:21][C:16]([C:8]2[C:7]([CH2:6][O:5][C:24]3[CH:29]=[CH:28][C:27]([CH2:30][CH:31]([CH3:37])[C:32]([OH:34])=[O:33])=[CH:26][CH:25]=3)=[C:11]([C:12]([F:15])([F:14])[F:13])[S:10][N:9]=2)=[CH:17][CH:18]=1. (2) The product is: [CH3:16][O:15][CH2:14][CH2:13][CH2:12][CH2:11][CH2:10][CH2:9][N:1]1[CH2:6][CH2:5][C:4](=[O:7])[CH2:3][CH2:2]1. Given the reactants [NH:1]1[CH2:6][CH2:5][C:4](=[O:7])[CH2:3][CH2:2]1.Cl[CH2:9][CH2:10][CH2:11][CH2:12][CH2:13][CH2:14][O:15][CH3:16], predict the reaction product. (3) Given the reactants [NH2:1][C:2]1[CH:3]=[CH:4][C:5]([C:8]#[N:9])=[N:6][CH:7]=1.[C:10]1([O:16][C:17](Cl)=[O:18])[CH:15]=[CH:14][CH:13]=[CH:12][CH:11]=1.N1C=CC=CC=1, predict the reaction product. The product is: [C:8]([C:5]1[N:6]=[CH:7][C:2]([NH:1][C:17](=[O:18])[O:16][C:10]2[CH:15]=[CH:14][CH:13]=[CH:12][CH:11]=2)=[CH:3][CH:4]=1)#[N:9]. (4) Given the reactants C([N:8]1[CH2:13][CH2:12][N:11]([CH:14]([CH3:16])[CH3:15])[CH2:10][C@H:9]1[CH3:17])(OC(C)(C)C)=O.Cl, predict the reaction product. The product is: [CH:14]([N:11]1[CH2:12][CH2:13][NH:8][C@H:9]([CH3:17])[CH2:10]1)([CH3:16])[CH3:15].